Predict the reaction yield, written as a fraction of the theoretical maximum amount of product (1.0 means a 100% yield; for example, 0.34 means a 34% yield). From a dataset of Reaction yield outcomes from USPTO patents with 853,638 reactions. (1) The product is [CH:19]1([C:14]([O:41][C:37]([CH3:40])([CH3:39])[CH3:38])=[O:36])[CH2:18][CH2:17][CH2:16][CH:15]=[CH:26][CH2:20][CH2:21]1. The catalyst is Cl[Pd]Cl. The reactants are [CH:14]1[CH:19]=[CH:18][C:17](P([C:14]2[CH:19]=[CH:18][CH:17]=[CH:16][CH:15]=2)[C:14]2[CH:19]=[CH:18][CH:17]=[CH:16][CH:15]=2)=[CH:16][CH:15]=1.[C:20]1([CH3:26])C=CC=C[CH:21]=1.C1CCCCC=CC=1.[C]=[O:36].[C:37]([OH:41])([CH3:40])([CH3:39])[CH3:38]. The yield is 0.450. (2) The catalyst is CN(C)C=O. The yield is 0.300. The product is [CH2:27]([NH:30][CH2:2][C:3]([NH:5][C:6]1[CH:19]=[CH:18][C:17]2[C:16](=[O:20])[C:15]3[C:10](=[CH:11][C:12]([NH:21][C:22](=[O:25])[CH2:23][NH:31][CH2:32][CH2:33][CH3:34])=[CH:13][CH:14]=3)[C:9](=[O:26])[C:8]=2[CH:7]=1)=[O:4])[CH2:28][CH3:29]. The reactants are Cl[CH2:2][C:3]([NH:5][C:6]1[CH:19]=[CH:18][C:17]2[C:16](=[O:20])[C:15]3[C:10](=[CH:11][C:12]([NH:21][C:22](=[O:25])[CH2:23]Cl)=[CH:13][CH:14]=3)[C:9](=[O:26])[C:8]=2[CH:7]=1)=[O:4].[CH2:27]([NH2:30])[CH2:28][CH3:29].[N:31]1C=C[CH:34]=[CH:33][CH:32]=1.